Dataset: Reaction yield outcomes from USPTO patents with 853,638 reactions. Task: Predict the reaction yield, written as a fraction of the theoretical maximum amount of product (1.0 means a 100% yield; for example, 0.34 means a 34% yield). The reactants are C([O-])(O)=O.[Na+].[CH3:6][O:7][CH2:8][CH2:9][O:10][CH2:11][C:12]([C:15]1[CH:20]=[CH:19][C:18]([NH2:21])=[CH:17][C:16]=1[N+:22]([O-:24])=[O:23])([CH3:14])[CH3:13].[C:25](Cl)(=[O:27])[CH3:26].O. The catalyst is ClCCl. The product is [CH3:6][O:7][CH2:8][CH2:9][O:10][CH2:11][C:12]([C:15]1[CH:20]=[CH:19][C:18]([NH:21][C:25](=[O:27])[CH3:26])=[CH:17][C:16]=1[N+:22]([O-:24])=[O:23])([CH3:14])[CH3:13]. The yield is 0.870.